Task: Predict the product of the given reaction.. Dataset: Forward reaction prediction with 1.9M reactions from USPTO patents (1976-2016) (1) Given the reactants [Cl:1][C:2]1[CH:7]=[CH:6][C:5]([N:8]([CH3:17])[C:9]2[CH:16]=[CH:15][C:12]([C:13]#N)=[CH:11][N:10]=2)=[CH:4][CH:3]=1.[CH3:18][O:19][C:20]([C:22]1[CH:23]=[C:24](B(O)O)[CH:25]=[CH:26][C:27]=1[F:28])=[O:21].FC(F)(F)C(O)=[O:35], predict the reaction product. The product is: [CH3:18][O:19][C:20](=[O:21])[C:22]1[CH:23]=[C:24]([C:13](=[O:35])[C:12]2[CH:15]=[CH:16][C:9]([N:8]([C:5]3[CH:6]=[CH:7][C:2]([Cl:1])=[CH:3][CH:4]=3)[CH3:17])=[N:10][CH:11]=2)[CH:25]=[CH:26][C:27]=1[F:28]. (2) Given the reactants [CH2:1]([C@H:8]([NH:23][C:24](=[O:43])[C:25]1[CH:30]=[C:29](C2C=CC=CC=2)[CH:28]=[C:27]([N:37]2[CH2:41][CH2:40][CH2:39][C:38]2=[O:42])[CH:26]=1)[C@@H:9]([OH:22])[CH2:10][C@H:11](C(=O)NCCC(C)(C)C)[CH3:12])[C:2]1[CH:7]=[CH:6][CH:5]=[CH:4][CH:3]=1.C(O[C:48]1[CH:49]=[C:50]([CH:54]=[C:55]([N:57]2CCC[C:58]2=[O:62])[CH:56]=1)[C:51](O)=O)(C)C.C12CC(CC1)CC2NC(=O)[C@H](C)[CH2:73][C@H:74]([OH:84])[C@@H:75](N)CC1C=CC=CC=1, predict the reaction product. The product is: [CH2:1]([C@H:8]([NH:23][C:24](=[O:43])[C:25]1[CH:26]=[C:27]([N:37]2[CH2:41][CH2:40][CH2:39][C:38]2=[O:42])[CH:28]=[C:29]([O:84][CH:74]([CH3:75])[CH3:73])[CH:30]=1)[C@@H:9]([OH:22])[CH2:10][CH2:11][CH2:12][C:58](=[O:62])[NH:57][CH:55]1[CH2:54][C@H:50]2[CH2:51][CH:56]1[CH2:48][CH2:49]2)[C:2]1[CH:7]=[CH:6][CH:5]=[CH:4][CH:3]=1. (3) Given the reactants [OH:1][CH2:2][CH2:3][NH:4][C:5](=[O:11])[O:6][C:7]([CH3:10])([CH3:9])[CH3:8], predict the reaction product. The product is: [O:1]=[CH:2][CH2:3][NH:4][C:5](=[O:11])[O:6][C:7]([CH3:9])([CH3:8])[CH3:10].